This data is from Reaction yield outcomes from USPTO patents with 853,638 reactions. The task is: Predict the reaction yield, written as a fraction of the theoretical maximum amount of product (1.0 means a 100% yield; for example, 0.34 means a 34% yield). (1) The reactants are [OH-].[Na+].O.C1(O[C:11](=O)[N:12]([CH2:14][CH2:15][C@H:16]([O:22][C:23]2[C:32]3[C:27](=[CH:28][CH:29]=[CH:30][CH:31]=3)[CH:26]=[CH:25][CH:24]=2)[C:17]2[S:18][CH:19]=[CH:20][CH:21]=2)C)C=CC=CC=1. The catalyst is CS(C)=O. The product is [CH3:11][NH:12][CH2:14][CH2:15][C@H:16]([O:22][C:23]1[CH:24]=[CH:25][CH:26]=[C:27]2[CH:28]=[CH:29][CH:30]=[CH:31][C:32]=12)[C:17]1[S:18][CH:19]=[CH:20][CH:21]=1. The yield is 0.920. (2) The reactants are [CH3:1][C@H:2]1[NH:7][C@@H:6]([CH3:8])[CH2:5][N:4]([C:9]([O:11][C:12]([CH3:15])([CH3:14])[CH3:13])=[O:10])[CH2:3]1.C=O.[CH:18](O)=O. The catalyst is CO. The product is [CH3:8][C@H:6]1[N:7]([CH3:18])[C@@H:2]([CH3:1])[CH2:3][N:4]([C:9]([O:11][C:12]([CH3:13])([CH3:15])[CH3:14])=[O:10])[CH2:5]1. The yield is 0.730. (3) The reactants are [OH:1][C:2]1[CH:3]=[C:4]2[C:9](=[CH:10][CH:11]=1)[NH:8][C:7](=[O:12])[CH2:6][CH2:5]2.[CH:13]1([N:19]2[C:23]([CH2:24][CH2:25][CH2:26][CH2:27]Cl)=[N:22][N:21]=[N:20]2)[CH2:18][CH2:17][CH2:16][CH2:15][CH2:14]1.C(=O)([O-])[O-].[K+].[K+].[OH-].[Na+]. The catalyst is S([O-])([O-])=O.[Na+].[Na+].CO. The product is [CH:11]1[C:2]([O:1][CH2:27][CH2:26][CH2:25][CH2:24][C:23]2[N:19]([CH:13]3[CH2:18][CH2:17][CH2:16][CH2:15][CH2:14]3)[N:20]=[N:21][N:22]=2)=[CH:3][C:4]2[CH2:5][CH2:6][C:7]([NH:8][C:9]=2[CH:10]=1)=[O:12]. The yield is 0.889. (4) The reactants are C([O:4][CH2:5][CH2:6][N:7]([C:31]1[CH:36]=[CH:35][CH:34]=[C:33]([CH2:37][N:38]2[CH2:43][CH2:42][CH2:41][CH2:40][CH2:39]2)[CH:32]=1)[C:8](=[O:30])[CH2:9][CH2:10][N:11]1[CH2:15][CH2:14][N:13]([CH2:16][C:17]2[CH:22]=[C:21]([CH3:23])[CH:20]=[C:19]([CH3:24])[CH:18]=2)[C:12]1=[C:25]([C:28]#[N:29])[C:26]#[N:27])(=O)C.[OH-].[Li+].CO.C(=O)(O)[O-].[Na+]. The catalyst is O1CCCC1. The product is [OH:4][CH2:5][CH2:6][N:7]([C:31]1[CH:36]=[CH:35][CH:34]=[C:33]([CH2:37][N:38]2[CH2:43][CH2:42][CH2:41][CH2:40][CH2:39]2)[CH:32]=1)[C:8](=[O:30])[CH2:9][CH2:10][N:11]1[CH2:15][CH2:14][N:13]([CH2:16][C:17]2[CH:18]=[C:19]([CH3:24])[CH:20]=[C:21]([CH3:23])[CH:22]=2)[C:12]1=[C:25]([C:28]#[N:29])[C:26]#[N:27]. The yield is 0.900. (5) The reactants are [N:1]1[C:5]2[CH:6]=[CH:7][CH:8]=[CH:9][C:4]=2[NH:3][C:2]=1[CH2:10][O:11][C:12]1[CH:17]=[CH:16][CH:15]=[C:14]([O:18][CH3:19])[CH:13]=1.C([O-])([O-])=O.[K+].[K+].Br[CH2:27][C:28]([CH3:30])=[CH2:29]. The catalyst is CC#N. The product is [CH3:29][C:28](=[CH2:27])[CH2:30][N:1]1[C:5]2[CH:6]=[CH:7][CH:8]=[CH:9][C:4]=2[N:3]=[C:2]1[CH2:10][O:11][C:12]1[CH:17]=[CH:16][CH:15]=[C:14]([O:18][CH3:19])[CH:13]=1. The yield is 0.950. (6) The reactants are C([O:8][CH2:9][CH2:10][CH2:11][CH2:12][CH2:13][CH2:14][CH2:15][CH2:16][CH2:17][CH2:18][CH2:19]/[CH:20]=[CH:21]\[CH2:22][CH2:23][CH2:24]/[C:25](/[C:36]([O:38][CH3:39])=[O:37])=[C:26](/[C:32]([O:34][CH3:35])=[O:33])\[CH2:27][C:28]([O:30][CH3:31])=[O:29])C1C=CC=CC=1. The catalyst is O1CCOCC1.[Pd]. The product is [OH:8][CH2:9][CH2:10][CH2:11][CH2:12][CH2:13][CH2:14][CH2:15][CH2:16][CH2:17][CH2:18][CH2:19][CH2:20][CH2:21][CH2:22][CH2:23][CH2:24]/[C:25](/[C:36]([O:38][CH3:39])=[O:37])=[C:26](/[C:32]([O:34][CH3:35])=[O:33])\[CH2:27][C:28]([O:30][CH3:31])=[O:29]. The yield is 0.820.